This data is from CYP2C19 inhibition data for predicting drug metabolism from PubChem BioAssay. The task is: Regression/Classification. Given a drug SMILES string, predict its absorption, distribution, metabolism, or excretion properties. Task type varies by dataset: regression for continuous measurements (e.g., permeability, clearance, half-life) or binary classification for categorical outcomes (e.g., BBB penetration, CYP inhibition). Dataset: cyp2c19_veith. (1) The molecule is Oc1ccc2ccccc2c1CN(Cc1c(O)ccc2ccccc12)C1CCCCC1. The result is 1 (inhibitor). (2) The compound is CCOC(=O)C1=C(N)n2c(s/c(=C/c3ccccc3)c2=O)=C(C(=O)OCC)C1c1ccccc1. The result is 0 (non-inhibitor). (3) The compound is CC(=O)N1CCC[C@@]2(CCN(Cc3ccc(C#N)cc3)C2)C1. The result is 0 (non-inhibitor). (4) The compound is COCCNc1ncncc1-c1c(C)noc1C. The result is 0 (non-inhibitor). (5) The drug is COc1cc(C)ccc1OCCCOc1ccccc1Br. The result is 1 (inhibitor). (6) The drug is Cc1cc2nc(C3CCN(Cc4nnnn4Cc4ccccc4)CC3)[nH]c2cc1C. The result is 1 (inhibitor). (7) The compound is CCn1c(SCc2cccc(C)c2)nnc1-c1ccc(C)cc1. The result is 1 (inhibitor).